From a dataset of Merck oncology drug combination screen with 23,052 pairs across 39 cell lines. Regression. Given two drug SMILES strings and cell line genomic features, predict the synergy score measuring deviation from expected non-interaction effect. (1) Drug 1: NC1CCCCC1N.O=C(O)C(=O)O.[Pt+2]. Drug 2: CNC(=O)c1cc(Oc2ccc(NC(=O)Nc3ccc(Cl)c(C(F)(F)F)c3)cc2)ccn1. Cell line: UACC62. Synergy scores: synergy=-14.2. (2) Drug 1: Cn1nnc2c(C(N)=O)ncn2c1=O. Drug 2: NC1(c2ccc(-c3nc4ccn5c(=O)[nH]nc5c4cc3-c3ccccc3)cc2)CCC1. Cell line: A375. Synergy scores: synergy=8.59. (3) Drug 1: CC(=O)OC1C(=O)C2(C)C(O)CC3OCC3(OC(C)=O)C2C(OC(=O)c2ccccc2)C2(O)CC(OC(=O)C(O)C(NC(=O)c3ccccc3)c3ccccc3)C(C)=C1C2(C)C. Drug 2: Cn1cc(-c2cnn3c(N)c(Br)c(C4CCCNC4)nc23)cn1. Cell line: NCIH23. Synergy scores: synergy=-4.25. (4) Drug 1: Cn1nnc2c(C(N)=O)ncn2c1=O. Cell line: COLO320DM. Synergy scores: synergy=53.5. Drug 2: Cn1cc(-c2cnn3c(N)c(Br)c(C4CCCNC4)nc23)cn1.